Dataset: NCI-60 drug combinations with 297,098 pairs across 59 cell lines. Task: Regression. Given two drug SMILES strings and cell line genomic features, predict the synergy score measuring deviation from expected non-interaction effect. (1) Drug 1: C1=CC(=CC=C1C#N)C(C2=CC=C(C=C2)C#N)N3C=NC=N3. Cell line: UACC-257. Synergy scores: CSS=0.0245, Synergy_ZIP=-2.59, Synergy_Bliss=-6.19, Synergy_Loewe=-3.40, Synergy_HSA=-7.09. Drug 2: CC12CCC3C(C1CCC2O)C(CC4=C3C=CC(=C4)O)CCCCCCCCCS(=O)CCCC(C(F)(F)F)(F)F. (2) Drug 1: COC1=C(C=C2C(=C1)N=CN=C2NC3=CC(=C(C=C3)F)Cl)OCCCN4CCOCC4. Drug 2: COC1=NC(=NC2=C1N=CN2C3C(C(C(O3)CO)O)O)N. Cell line: HT29. Synergy scores: CSS=31.4, Synergy_ZIP=0.279, Synergy_Bliss=3.52, Synergy_Loewe=-30.4, Synergy_HSA=2.05. (3) Drug 1: CN1C2=C(C=C(C=C2)N(CCCl)CCCl)N=C1CCCC(=O)O.Cl. Drug 2: C1=NNC2=C1C(=O)NC=N2. Cell line: SF-295. Synergy scores: CSS=4.48, Synergy_ZIP=0.176, Synergy_Bliss=1.50, Synergy_Loewe=3.59, Synergy_HSA=1.74. (4) Drug 1: C1=NC2=C(N1)C(=S)N=CN2. Drug 2: C1C(C(OC1N2C=NC3=C2NC=NCC3O)CO)O. Cell line: OVCAR-4. Synergy scores: CSS=37.2, Synergy_ZIP=-1.55, Synergy_Bliss=-1.18, Synergy_Loewe=-22.7, Synergy_HSA=-1.06.